From a dataset of Reaction yield outcomes from USPTO patents with 853,638 reactions. Predict the reaction yield, written as a fraction of the theoretical maximum amount of product (1.0 means a 100% yield; for example, 0.34 means a 34% yield). The reactants are [O:1]=[C:2]1[CH:7]=[C:6]([CH:8]2[CH2:13][CH2:12][N:11](C(OC(C)(C)C)=O)[CH2:10][CH2:9]2)[N:5]2[N:21]=[C:22]3[N:27]=[CH:26][CH:25]=[C:24]([C:28]4[CH:33]=[CH:32][CH:31]=[CH:30][CH:29]=4)[C:23]3=[C:4]2[NH:3]1.[ClH:34]. The catalyst is CO.O1CCOCC1. The product is [ClH:34].[C:28]1([C:24]2[C:23]3[C:22](=[N:21][N:5]4[C:6]([CH:8]5[CH2:9][CH2:10][NH:11][CH2:12][CH2:13]5)=[CH:7][C:2](=[O:1])[NH:3][C:4]4=3)[N:27]=[CH:26][CH:25]=2)[CH:29]=[CH:30][CH:31]=[CH:32][CH:33]=1. The yield is 0.970.